Dataset: Experimentally validated miRNA-target interactions with 360,000+ pairs, plus equal number of negative samples. Task: Binary Classification. Given a miRNA mature sequence and a target amino acid sequence, predict their likelihood of interaction. (1) The miRNA is hsa-miR-542-5p with sequence UCGGGGAUCAUCAUGUCACGAGA. The protein sequence of the target gene is MWHAISRTSRMSQSGCPSGLLADKNISSSATRVIVKTAGNQKDFMVADDISVRQFKEMLLAHFQCQMDQLVLVFMGCLLKDHDTLSQRGIMDGHTIYLVIKSKQGSRSLAHSFRDLPTNDPCHRDRNTKGNSSRVHQPTGMNQAPVELAHFVGSDAPKVHTQNLEVSHPECKAQMLENPSIQRLLSNMEFMWQFISEHLDTQQLMQQNPEVSRLLLDNSEILLQTLELARNLAMIQEIMQIQQPSQNLEYPLNPQPYLGLETMPGGNNALGQNYADINDQMLNSMQDPFGGNPFTALLAG.... Result: 1 (interaction). (2) The miRNA is bta-miR-10a with sequence UACCCUGUAGAUCCGAAUUUGUG. The protein sequence of the target gene is MEDEVVRIAKKMDKMVQKKNAAGALDLLKELKNIPMTLELLQSTRIGMSVNALRKQSTDEEVTSLAKSLIKSWKKLLDGPSTDKDPEEKKKEPAISSQNSPEAREESSSSSNVSSRKDETNARDTYVSSFPRAPSTSDSVRLKCREMLAAALRTGDDYVAIGADEEELGSQIEEAIYQEIRNTDMKYKNRVRSRISNLKDAKNPNLRKNVLCGNIPPDLFARMTAEEMASDELKEMRKNLTKEAIREHQMAKTGGTQTDLFTCGKCKKKNCTYTQVQTRSADEPMTTFVVCNECGNRWKF.... Result: 0 (no interaction).